Dataset: Forward reaction prediction with 1.9M reactions from USPTO patents (1976-2016). Task: Predict the product of the given reaction. (1) Given the reactants Br[C:2]1[CH:10]=[C:9]2[C:5]([CH:6]=[CH:7][NH:8]2)=[CH:4][CH:3]=1.OB(O)[C:13]1[CH:21]=[CH:20][C:16]([C:17]([OH:19])=[O:18])=[CH:15][CH:14]=1.C(Cl)Cl.C([O-])([O-])=O.[Na+].[Na+], predict the reaction product. The product is: [NH:8]1[C:9]2[C:5](=[CH:4][CH:3]=[C:2]([C:13]3[CH:21]=[CH:20][C:16]([C:17]([OH:19])=[O:18])=[CH:15][CH:14]=3)[CH:10]=2)[CH:6]=[CH:7]1. (2) Given the reactants [C:1]1([Br:7])[CH:6]=[CH:5][CH:4]=[CH:3][CH:2]=1.Br[C:9]1[CH:16]=[CH:15][C:12]([CH:13]=[O:14])=[CH:11][CH:10]=1, predict the reaction product. The product is: [Br:7][C:1]1[CH:6]=[CH:5][C:4]([CH:13]([C:12]2[CH:15]=[CH:16][CH:9]=[CH:10][CH:11]=2)[OH:14])=[CH:3][CH:2]=1.